Dataset: Catalyst prediction with 721,799 reactions and 888 catalyst types from USPTO. Task: Predict which catalyst facilitates the given reaction. (1) Reactant: [O:1]1[C:5]2[CH:6]=[CH:7][C:8]([CH2:10][CH:11]3[CH2:16][CH2:15][CH2:14][N:13](CC4C=CC=CC=4)[CH2:12]3)=[CH:9][C:4]=2[O:3][CH2:2]1. Product: [O:1]1[C:5]2[CH:6]=[CH:7][C:8]([CH2:10][CH:11]3[CH2:16][CH2:15][CH2:14][NH:13][CH2:12]3)=[CH:9][C:4]=2[O:3][CH2:2]1. The catalyst class is: 5. (2) Reactant: [As:1]([C:3]1[CH:8]=[CH:7][C:6]([NH:9][C:10]([CH2:12]SCCC(N[C@H](C(O)=O)CCC(O)=O)=O)=[O:11])=[CH:5][CH:4]=1)=[O:2].[SH:28][CH2:29][CH2:30][C:31]([NH:33][C@@H:34]1[C@@H:40]([OH:41])[C@H:39]([OH:42])[C@@H:38]([CH2:43][OH:44])[O:37][CH:35]1[OH:36])=[O:32].[Na].[Na].C(=O)(O)[O-].C1(P(C2C=CC=CC=2)C2C=CC=CC=2)C=CC=CC=1. Product: [As:1]([C:3]1[CH:4]=[CH:5][C:6]([NH:9][C:10]([CH2:12][S:28][CH2:29][CH2:30][C:31]([NH:33][C@@H:34]2[C@@H:40]([OH:41])[C@H:39]([OH:42])[C@@H:38]([CH2:43][OH:44])[O:37][CH:35]2[OH:36])=[O:32])=[O:11])=[CH:7][CH:8]=1)=[O:2]. The catalyst class is: 16. (3) Reactant: Cl[C:2]1[N:7]=[C:6]([C:8]2[S:12][C:11]3[CH:13]=[CH:14][C:15]([Cl:17])=[CH:16][C:10]=3[C:9]=2[CH3:18])[CH:5]=[CH:4][N:3]=1.[NH4+:19].[OH-]. Product: [Cl:17][C:15]1[CH:14]=[CH:13][C:11]2[S:12][C:8]([C:6]3[CH:5]=[CH:4][N:3]=[C:2]([NH2:19])[N:7]=3)=[C:9]([CH3:18])[C:10]=2[CH:16]=1. The catalyst class is: 14. (4) Reactant: [Cl:1][C:2]1[CH:7]=[CH:6][CH:5]=[C:4]([C:8]([C:10]2[N:15]=[C:14]([Cl:16])[CH:13]=[C:12]([O:17][CH3:18])[N:11]=2)=[O:9])[C:3]=1[NH:19][S:20]([CH:23]([F:25])[F:24])(=[O:22])=[O:21].[BH4-].[Na+].C(OCC)(=O)C.Cl. Product: [Cl:1][C:2]1[CH:7]=[CH:6][CH:5]=[C:4]([CH:8]([C:10]2[N:15]=[C:14]([Cl:16])[CH:13]=[C:12]([O:17][CH3:18])[N:11]=2)[OH:9])[C:3]=1[NH:19][S:20]([CH:23]([F:24])[F:25])(=[O:22])=[O:21]. The catalyst class is: 30. (5) Reactant: [OH-].[Na+].[F:3][C:4]1[CH:5]=[C:6]([N:10]2[CH2:14][CH2:13][CH2:12][C@@H:11]2[C:15]2[CH:16]=[C:17]([C:32]([O:34]C)=[O:33])[CH:18]=[C:19]3[C:24]=2[O:23][C:22]([N:25]2[CH2:30][CH2:29][O:28][CH2:27][CH2:26]2)=[CH:21][C:20]3=[O:31])[CH:7]=[CH:8][CH:9]=1.Cl. The catalyst class is: 36. Product: [F:3][C:4]1[CH:5]=[C:6]([N:10]2[CH2:14][CH2:13][CH2:12][C@@H:11]2[C:15]2[CH:16]=[C:17]([C:32]([OH:34])=[O:33])[CH:18]=[C:19]3[C:24]=2[O:23][C:22]([N:25]2[CH2:30][CH2:29][O:28][CH2:27][CH2:26]2)=[CH:21][C:20]3=[O:31])[CH:7]=[CH:8][CH:9]=1. (6) The catalyst class is: 157. Product: [C:1]([O:4][C:5]1[CH:31]=[CH:30][C:8]2[C:9]([C:12]([NH:14][C:15]3[CH:27]=[CH:26][C:25]([C:28]#[N:29])=[CH:24][C:16]=3[C:17]([OH:19])=[O:18])=[O:13])=[N:10][O:11][C:7]=2[CH:6]=1)(=[O:3])[CH3:2]. Reactant: [C:1]([O:4][C:5]1[CH:31]=[CH:30][C:8]2[C:9]([C:12]([NH:14][C:15]3[CH:27]=[CH:26][C:25]([C:28]#[N:29])=[CH:24][C:16]=3[C:17]([O:19]C(C)(C)C)=[O:18])=[O:13])=[N:10][O:11][C:7]=2[CH:6]=1)(=[O:3])[CH3:2].